Dataset: Reaction yield outcomes from USPTO patents with 853,638 reactions. Task: Predict the reaction yield, written as a fraction of the theoretical maximum amount of product (1.0 means a 100% yield; for example, 0.34 means a 34% yield). (1) The reactants are [CH:1]([O:4][C:5]1[CH:19]=[CH:18][C:17]([N+:20]([O-])=O)=[CH:16][C:6]=1[CH2:7][NH:8][C:9](=[O:15])[O:10][C:11]([CH3:14])([CH3:13])[CH3:12])([CH3:3])[CH3:2]. The catalyst is CO.[Pd]. The product is [NH2:20][C:17]1[CH:18]=[CH:19][C:5]([O:4][CH:1]([CH3:3])[CH3:2])=[C:6]([CH:16]=1)[CH2:7][NH:8][C:9](=[O:15])[O:10][C:11]([CH3:12])([CH3:13])[CH3:14]. The yield is 0.990. (2) The reactants are CS(O[C@@H:6]1[C@@H:11]([CH3:12])[CH2:10][N:9]([C:13]2[CH:18]=[CH:17][N:16]=[CH:15][C:14]=2[N:19]([C:27]([O:29][C:30]([CH3:33])([CH3:32])[CH3:31])=[O:28])[C:20]([O:22][C:23]([CH3:26])([CH3:25])[CH3:24])=[O:21])[CH2:8][C@H:7]1[NH:34][C:35]([O:37][C:38]([CH3:41])([CH3:40])[CH3:39])=[O:36])(=O)=O.[N-:42]=[N+:43]=[N-:44].[Na+]. The catalyst is CN(C=O)C. The product is [N:42]([C@H:6]1[C@@H:11]([CH3:12])[CH2:10][N:9]([C:13]2[CH:18]=[CH:17][N:16]=[CH:15][C:14]=2[N:19]([C:27]([O:29][C:30]([CH3:32])([CH3:31])[CH3:33])=[O:28])[C:20]([O:22][C:23]([CH3:24])([CH3:25])[CH3:26])=[O:21])[CH2:8][C@H:7]1[NH:34][C:35]([O:37][C:38]([CH3:39])([CH3:41])[CH3:40])=[O:36])=[N+:43]=[N-:44]. The yield is 0.990.